Dataset: Reaction yield outcomes from USPTO patents with 853,638 reactions. Task: Predict the reaction yield, written as a fraction of the theoretical maximum amount of product (1.0 means a 100% yield; for example, 0.34 means a 34% yield). (1) The reactants are [Na].[CH3:2][CH:3]([C:9](OCC)=O)[C:4]([O:6]CC)=O.[Br:14][C:15]1[CH:16]=[CH:17][C:18]([CH3:23])=[C:19]([CH:22]=1)CCl.[OH-].[K+].O=S(Cl)[Cl:28]. The catalyst is C(O)C.O. The product is [Br:14][C:15]1[CH:22]=[CH:19][C:18]([CH3:23])=[C:17]([CH2:9][CH:3]([CH3:2])[C:4]([Cl:28])=[O:6])[CH:16]=1. The yield is 0.750. (2) The reactants are [F:1][C:2]1[CH:3]=[C:4]([NH2:32])[CH:5]=[CH:6][C:7]=1[O:8][C:9]1[C:18]2[C:13](=[CH:14][C:15]([O:21][CH2:22][CH:23]3[CH2:31][CH:26]4[CH2:27][N:28]([CH3:30])[CH2:29][CH:25]4[CH2:24]3)=[C:16]([O:19][CH3:20])[CH:17]=2)[N:12]=[CH:11][CH:10]=1.C1(C)C=CC=CC=1.[C:40]1([CH2:46][C:47]([N:49]=[C:50]=[S:51])=[O:48])[CH:45]=[CH:44][CH:43]=[CH:42][CH:41]=1. The catalyst is C(O)C. The product is [F:1][C:2]1[CH:3]=[C:4]([NH:32][C:50]([NH:49][C:47](=[O:48])[CH2:46][C:40]2[CH:41]=[CH:42][CH:43]=[CH:44][CH:45]=2)=[S:51])[CH:5]=[CH:6][C:7]=1[O:8][C:9]1[C:18]2[C:13](=[CH:14][C:15]([O:21][CH2:22][CH:23]3[CH2:24][CH:25]4[CH2:29][N:28]([CH3:30])[CH2:27][CH:26]4[CH2:31]3)=[C:16]([O:19][CH3:20])[CH:17]=2)[N:12]=[CH:11][CH:10]=1. The yield is 0.500. (3) The reactants are [C:1]([O:5][C:6]([NH:8][C@:9]1([C:14]([OH:16])=O)[CH2:11][C@H:10]1[CH:12]=[CH2:13])=[O:7])([CH3:4])([CH3:3])[CH3:2].C1N=CN(C(N2C=NC=C2)=O)C=1.[CH:29]1([S:32]([NH2:35])(=[O:34])=[O:33])[CH2:31][CH2:30]1.C1CCN2C(=NCCC2)CC1. The catalyst is C1COCC1. The product is [C:1]([O:5][C:6]([NH:8][C@:9]1([C:14]([NH:35][S:32]([CH:29]2[CH2:31][CH2:30]2)(=[O:34])=[O:33])=[O:16])[CH2:11][C@H:10]1[CH:12]=[CH2:13])=[O:7])([CH3:2])([CH3:3])[CH3:4]. The yield is 0.920. (4) The reactants are C(OC([NH:8][C:9]1[CH:10]=[CH:11][C:12]([CH3:22])=[C:13]([NH:15][C:16](=[O:21])[C:17](OC)=[O:18])[CH:14]=1)=O)(C)(C)C.NC1C=C(NC(=O)OC(C)(C)C)C=CC=1C.ClC(=O)C(OC)=O.C(N(CC)C(C)C)(C)C. The catalyst is ClCCl. The product is [NH2:8][C:9]1[CH:10]=[CH:11][C:12]([CH3:22])=[C:13]([NH:15][C:16](=[O:21])[CH2:17][OH:18])[CH:14]=1. The yield is 0.820.